This data is from Reaction yield outcomes from USPTO patents with 853,638 reactions. The task is: Predict the reaction yield, written as a fraction of the theoretical maximum amount of product (1.0 means a 100% yield; for example, 0.34 means a 34% yield). The reactants are N.[Na].[O:3]=[C:4]([CH:6]=[C:7]([CH3:9])[CH3:8])[CH3:5].[CH2:10](I)[CH2:11][CH2:12][CH2:13][CH3:14]. The catalyst is C(OCC)C.CC1C=CC(S(O)(=O)=O)=CC=1.O.CCCCCC.C(OCC)C. The product is [CH3:8][C:7](=[C:6]([CH2:10][CH2:11][CH2:12][CH2:13][CH3:14])[C:4](=[O:3])[CH3:5])[CH3:9]. The yield is 0.140.